From a dataset of Retrosynthesis with 50K atom-mapped reactions and 10 reaction types from USPTO. Predict the reactants needed to synthesize the given product. (1) Given the product CCOC(=O)c1ccc(Oc2ccc(OC(F)(F)F)cc2)nc1Cl, predict the reactants needed to synthesize it. The reactants are: CCOC(=O)c1ccc(Cl)nc1Cl.Oc1ccc(OC(F)(F)F)cc1. (2) Given the product COC(=O)c1ccccc1C#CCO, predict the reactants needed to synthesize it. The reactants are: C#CCO.COC(=O)c1ccccc1I. (3) Given the product COc1cc(-c2cc(C(=O)O)ccn2)cc(OC)c1Cl, predict the reactants needed to synthesize it. The reactants are: CCOC(=O)c1ccnc(-c2cc(OC)c(Cl)c(OC)c2)c1.